Dataset: Peptide-MHC class II binding affinity with 134,281 pairs from IEDB. Task: Regression. Given a peptide amino acid sequence and an MHC pseudo amino acid sequence, predict their binding affinity value. This is MHC class II binding data. (1) The peptide sequence is MANSRAFALVLLFCA. The MHC is HLA-DQA10301-DQB10302 with pseudo-sequence HLA-DQA10301-DQB10302. The binding affinity (normalized) is 0.475. (2) The peptide sequence is STEQNVPDPQVGITT. The MHC is DRB1_0405 with pseudo-sequence DRB1_0405. The binding affinity (normalized) is 0. (3) The peptide sequence is WDTRITEADLDDEQE. The MHC is HLA-DQA10303-DQB10402 with pseudo-sequence HLA-DQA10303-DQB10402. The binding affinity (normalized) is 0. (4) The peptide sequence is SNMLILNPTQSDSGI. The MHC is DRB1_0405 with pseudo-sequence DRB1_0405. The binding affinity (normalized) is 0.599. (5) The MHC is DRB1_0101 with pseudo-sequence DRB1_0101. The peptide sequence is LQIVGMRKPQQGASG. The binding affinity (normalized) is 0.458. (6) The peptide sequence is DYGILQIKSR. The MHC is H-2-IEk with pseudo-sequence H-2-IEk. The binding affinity (normalized) is 0. (7) The peptide sequence is LEKGRLYQIKIQYQRENPTE. The MHC is DRB1_1501 with pseudo-sequence DRB1_1501. The binding affinity (normalized) is 0.497.